This data is from Forward reaction prediction with 1.9M reactions from USPTO patents (1976-2016). The task is: Predict the product of the given reaction. (1) Given the reactants [CH:1]1([C:6]([C:8]2[O:9][C:10]3[CH:17]=[CH:16][C:15]([F:18])=[CH:14][C:11]=3[C:12]=2[CH3:13])=[O:7])[CH2:5][CH2:4][CH2:3][CH2:2]1.[BH4-].[Na+].O, predict the reaction product. The product is: [CH:1]1([CH:6]([C:8]2[O:9][C:10]3[CH:17]=[CH:16][C:15]([F:18])=[CH:14][C:11]=3[C:12]=2[CH3:13])[OH:7])[CH2:5][CH2:4][CH2:3][CH2:2]1. (2) Given the reactants [N+:1]([C:4]1[C:12]2[C:11](=[O:13])[O:10][C:9](=[O:14])[C:8]=2[CH:7]=[CH:6][CH:5]=1)([O-:3])=[O:2].[CH3:15][OH:16], predict the reaction product. The product is: [CH3:15][O:16][C:11]([C:12]1[C:4]([N+:1]([O-:3])=[O:2])=[CH:5][CH:6]=[CH:7][C:8]=1[C:9]([OH:14])=[O:10])=[O:13].